The task is: Predict the product of the given reaction.. This data is from Forward reaction prediction with 1.9M reactions from USPTO patents (1976-2016). (1) The product is: [CH3:3][O:4][C:5]1[CH:12]=[CH:11][C:15]([C:14]([CH3:18])([CH3:16])[CH:13]=[O:17])=[CH:7][CH:6]=1. Given the reactants [OH-].[Na+].[CH3:3][O:4][C:5]1[CH:12]=[CH:11]C(CCl)=[CH:7][CH:6]=1.[CH:13](=[O:17])[CH:14]([CH3:16])[CH3:15].[CH:18]1C=CC=CC=1, predict the reaction product. (2) Given the reactants Br[C:2]1[CH:3]=[C:4]([CH:8]=[C:9]([N+:11]([O-:13])=[O:12])[CH:10]=1)[C:5]([OH:7])=[O:6].[N:14]1[CH:19]=[CH:18][C:17](B(O)O)=[CH:16][CH:15]=1.[C:23]([O-])([O-])=O.[Na+].[Na+], predict the reaction product. The product is: [N+:11]([C:9]1[CH:8]=[C:4]([CH:3]=[C:2]([C:17]2[CH:18]=[CH:19][N:14]=[CH:15][CH:16]=2)[CH:10]=1)[C:5]([O:7][CH3:23])=[O:6])([O-:13])=[O:12]. (3) Given the reactants [N+:1]([C:4]1[CH:9]=[CH:8][C:7]([C:10]2[O:14][N:13]=[CH:12][C:11]=2[CH2:15][CH2:16][C:17](OC)=[O:18])=[CH:6][CH:5]=1)([O-:3])=[O:2].[H-].C([Al+]CC(C)C)C(C)C.Cl, predict the reaction product. The product is: [N+:1]([C:4]1[CH:5]=[CH:6][C:7]([C:10]2[O:14][N:13]=[CH:12][C:11]=2[CH2:15][CH2:16][CH2:17][OH:18])=[CH:8][CH:9]=1)([O-:3])=[O:2]. (4) Given the reactants [Cl:1][C:2]1[CH:7]=[CH:6][C:5]([NH:8][C:9]2[N:13]([CH3:14])[C:12]3[CH:15]=[C:16]([O:29][CH3:30])[C:17]([O:19][C:20]4(C(O)=O)[CH:25]=[CH:24][CH:23]=[CH:22][NH:21]4)=[CH:18][C:11]=3[N:10]=2)=[CH:4][CH:3]=1.[N:31]1([CH2:36][CH2:37][NH2:38])[CH2:35][CH2:34][CH2:33][CH2:32]1.CN([C:42]([O:46]N1N=NC2C=CC=CC1=2)=[N+](C)C)C.F[P-](F)(F)(F)(F)F.C(N(CC)C(C)C)(C)C, predict the reaction product. The product is: [Cl:1][C:2]1[CH:7]=[CH:6][C:5]([NH:8][C:9]2[N:13]([CH3:14])[C:12]3[CH:15]=[C:16]([O:29][CH3:30])[C:17]([O:19][C:20]4([CH:34]5[CH2:35][N:31]([CH2:36][CH2:37][NH:38][CH:42]=[O:46])[CH2:32][CH2:33]5)[CH:25]=[CH:24][CH:23]=[CH:22][NH:21]4)=[CH:18][C:11]=3[N:10]=2)=[CH:4][CH:3]=1. (5) Given the reactants [C:1]([C:3]1[CH:8]=[CH:7][C:6]([OH:9])=[C:5]([F:10])[CH:4]=1)#[N:2].C([O-])([O-])=O.[K+].[K+].[Br:17][CH2:18][CH2:19][CH2:20]Br, predict the reaction product. The product is: [Br:17][CH2:18][CH2:19][CH2:20][O:9][C:6]1[CH:7]=[CH:8][C:3]([C:1]#[N:2])=[CH:4][C:5]=1[F:10]. (6) Given the reactants [CH:1]1([CH2:4][O:5][C:6]2[CH:14]=[CH:13][C:9]3[O:10][CH2:11][O:12][C:8]=3[C:7]=2[C:15]2[C:16]3[NH:23][C:22]([CH3:24])=[C:21]([C:25](O)=[O:26])[C:17]=3[N:18]=[CH:19][N:20]=2)[CH2:3][CH2:2]1.CCN(C(C)C)C(C)C.[NH2:37][C@H:38]([CH2:68][C:69]1[CH:74]=[CH:73][CH:72]=[CH:71][CH:70]=1)[C:39]([N:41]1[CH2:46][CH2:45][CH:44]([N:47]2[N:56]=[C:55]([C:57]3[CH:62]=[CH:61][C:60]([O:63][CH3:64])=[C:59]([O:65][CH3:66])[CH:58]=3)[CH2:54][C:49]3([CH2:53][CH2:52][CH2:51][CH2:50]3)[C:48]2=[O:67])[CH2:43][CH2:42]1)=[O:40].CN(C(ON1N=NC2C=CC=CC1=2)=[N+](C)C)C.F[P-](F)(F)(F)(F)F, predict the reaction product. The product is: [CH:1]1([CH2:4][O:5][C:6]2[CH:14]=[CH:13][C:9]3[O:10][CH2:11][O:12][C:8]=3[C:7]=2[C:15]2[C:16]3[NH:23][C:22]([CH3:24])=[C:21]([C:25]([NH:37][C@H:38]([CH2:68][C:69]4[CH:74]=[CH:73][CH:72]=[CH:71][CH:70]=4)[C:39]([N:41]4[CH2:46][CH2:45][CH:44]([N:47]5[N:56]=[C:55]([C:57]6[CH:62]=[CH:61][C:60]([O:63][CH3:64])=[C:59]([O:65][CH3:66])[CH:58]=6)[CH2:54][C:49]6([CH2:53][CH2:52][CH2:51][CH2:50]6)[C:48]5=[O:67])[CH2:43][CH2:42]4)=[O:40])=[O:26])[C:17]=3[N:18]=[CH:19][N:20]=2)[CH2:2][CH2:3]1. (7) Given the reactants FC(F)(F)C([O-])=O.ClC1C=C2C(=O)NC=C(CC3C=CC(F)=C(C=3)C(N3CCC[NH2+]CC3)=O)N2C=1.[Cl:36][C:37]1[CH:38]=[C:39]([C:42]([O:44]N2C(=O)CCC2=O)=O)[NH:40][CH:41]=1.[CH3:52][O:53][C:54]1[CH:86]=[C:85]([O:87][CH3:88])[CH:84]=[CH:83][C:55]=1[CH2:56][NH:57][CH2:58][C:59]#[C:60][C:61]1[CH:66]=[CH:65][N:64]=[C:63]([C:67]([N:69]2[CH2:75][CH2:74][CH2:73][N:72]([C:76]([O:78][C:79]([CH3:82])([CH3:81])[CH3:80])=[O:77])[CH2:71][CH2:70]2)=[O:68])[CH:62]=1.C([O-])(O)=O.[Na+], predict the reaction product. The product is: [Cl:36][C:37]1[CH:38]=[C:39]([C:42]([N:57]([CH2:56][C:55]2[CH:83]=[CH:84][C:85]([O:87][CH3:88])=[CH:86][C:54]=2[O:53][CH3:52])[CH2:58][C:59]#[C:60][C:61]2[CH:66]=[CH:65][N:64]=[C:63]([C:67]([N:69]3[CH2:75][CH2:74][CH2:73][N:72]([C:76]([O:78][C:79]([CH3:82])([CH3:80])[CH3:81])=[O:77])[CH2:71][CH2:70]3)=[O:68])[CH:62]=2)=[O:44])[NH:40][CH:41]=1. (8) Given the reactants [Br:1][C:2]1[CH:7]=[CH:6][C:5]([NH:8][S:9]([CH3:11])=[O:10])=[CH:4][CH:3]=1.[NH:12]1[CH2:16][CH2:15][CH2:14][CH2:13]1, predict the reaction product. The product is: [Br:1][C:2]1[CH:7]=[CH:6][C:5]([N:8]=[S:9]([CH3:11])(=[O:10])[N:12]2[CH2:16][CH2:15][CH2:14][CH2:13]2)=[CH:4][CH:3]=1. (9) Given the reactants [C:1]([CH:4]([C:14]1[N:22]2[C:17]([C:18](=[O:35])[NH:19][C:20]([CH2:23][C:24]3[CH:29]=[CH:28][C:27]([O:30][CH3:31])=[C:26]([O:32][CH2:33][CH3:34])[CH:25]=3)=[N:21]2)=[C:16]([CH3:36])[N:15]=1)[CH2:5][CH2:6][CH2:7][C:8]1[CH:13]=[CH:12][CH:11]=[CH:10][CH:9]=1)(=[O:3])[CH3:2].[BH4-].[Na+], predict the reaction product. The product is: [CH2:33]([O:32][C:26]1[CH:25]=[C:24]([CH:29]=[CH:28][C:27]=1[O:30][CH3:31])[CH2:23][C:20]1[NH:19][C:18](=[O:35])[C:17]2=[C:16]([CH3:36])[N:15]=[C:14]([CH:4]([CH:1]([OH:3])[CH3:2])[CH2:5][CH2:6][CH2:7][C:8]3[CH:13]=[CH:12][CH:11]=[CH:10][CH:9]=3)[N:22]2[N:21]=1)[CH3:34]. (10) The product is: [CH3:20][N:21]([CH:26]1[CH2:30][CH2:29][N:28]([CH2:2][C:3]2[S:11][C:10]3[C:9]([N:12]4[CH2:17][CH2:16][O:15][CH2:14][CH2:13]4)=[N:8][C:7]([CH3:31])=[N:6][C:5]=3[CH:4]=2)[CH2:27]1)[S:22]([CH3:25])(=[O:24])=[O:23]. Given the reactants Br[CH2:2][C:3]1[S:11][C:10]2[C:9]([N:12]3[CH2:17][CH2:16][O:15][CH2:14][CH2:13]3)=[N:8][C:7](Cl)=[N:6][C:5]=2[CH:4]=1.Cl.[CH3:20][N:21]([CH:26]1[CH2:30][CH2:29][NH:28][CH2:27]1)[S:22]([CH3:25])(=[O:24])=[O:23].[C:31](=O)([O-])[O-].[K+].[K+], predict the reaction product.